Dataset: Reaction yield outcomes from USPTO patents with 853,638 reactions. Task: Predict the reaction yield, written as a fraction of the theoretical maximum amount of product (1.0 means a 100% yield; for example, 0.34 means a 34% yield). The reactants are [CH3:1][N:2]1[C:10](=[O:11])[C:9]2[N:8](COCC[Si](C)(C)C)[C:7]([NH:20][C:21]3[CH:26]=[CH:25][CH:24]=[C:23]([C:27]([F:30])([F:29])[F:28])[CH:22]=3)=[N:6][C:5]=2[N:4]([CH3:31])[C:3]1=[O:32].Cl. The catalyst is C(O)C. The product is [CH3:1][N:2]1[C:10](=[O:11])[C:9]2[NH:8][C:7]([NH:20][C:21]3[CH:26]=[CH:25][CH:24]=[C:23]([C:27]([F:30])([F:29])[F:28])[CH:22]=3)=[N:6][C:5]=2[N:4]([CH3:31])[C:3]1=[O:32]. The yield is 0.797.